From a dataset of Forward reaction prediction with 1.9M reactions from USPTO patents (1976-2016). Predict the product of the given reaction. (1) Given the reactants C(=O)([O-])[O-].[K+].[K+].Br[CH2:8][CH:9]1[CH2:12][CH2:11][CH2:10]1.[OH:13][C:14]1[CH:19]=[CH:18][C:17]([CH2:20][C:21]([O:23]CC)=[O:22])=[CH:16][C:15]=1[O:26][CH3:27].[OH-].[Na+].Cl, predict the reaction product. The product is: [CH:9]1([CH2:8][O:13][C:14]2[CH:19]=[CH:18][C:17]([CH2:20][C:21]([OH:23])=[O:22])=[CH:16][C:15]=2[O:26][CH3:27])[CH2:12][CH2:11][CH2:10]1. (2) The product is: [Cl-:2].[OH:28][CH2:27][CH2:26][CH2:25][O:29][C:3]1[C:12]2[C:7](=[C:8]([C:13]3[CH:18]=[CH:17][CH:16]=[CH:15][CH:14]=3)[CH:9]=[CH:10][CH:11]=2)[O+:6]=[C:5]([N:19]2[CH2:24][CH2:23][O:22][CH2:21][CH2:20]2)[CH:4]=1. Given the reactants [Cl-].[Cl:2][C:3]1[C:12]2[C:7](=[C:8]([C:13]3[CH:18]=[CH:17][CH:16]=[CH:15][CH:14]=3)[CH:9]=[CH:10][CH:11]=2)[O+:6]=[C:5]([N:19]2[CH2:24][CH2:23][O:22][CH2:21][CH2:20]2)[CH:4]=1.[CH2:25]([OH:29])[CH2:26][CH2:27][OH:28].C(N(CC)C(C)C)(C)C, predict the reaction product. (3) The product is: [C:11]([O:10][C:8]([N:5]1[CH:6]=[CH:7][C:2]([Cl:1])=[CH:3][CH:4]1[CH2:17][CH2:18][CH2:19][CH2:20][CH2:21][CH3:22])=[O:9])([CH3:12])([CH3:16])[CH3:23]. Given the reactants [Cl:1][C:2]1[CH:7]=[CH:6][N:5]([C:8]([O:10][C:11]2[CH:16]=CC=C[CH:12]=2)=[O:9])[CH:4]([CH2:17][CH2:18][CH2:19][CH2:20][CH2:21][CH3:22])[CH:3]=1.[CH3:23]C(C)([O-])C.[K+].CCOC(C)=O, predict the reaction product. (4) The product is: [CH2:15]([O:14][C:12](=[O:13])[CH:11]([NH:10][C:7](=[O:9])[CH2:6][C:3]1[CH:4]=[CH:5][S:1][CH:2]=1)[CH2:19][CH3:20])[CH:16]([CH3:17])[CH3:18]. Given the reactants [S:1]1[CH:5]=[CH:4][C:3]([CH2:6][C:7]([OH:9])=O)=[CH:2]1.[NH2:10][CH:11]([CH2:19][CH3:20])[C:12]([O:14][CH2:15][CH:16]([CH3:18])[CH3:17])=[O:13], predict the reaction product. (5) Given the reactants [NH:1]1[CH2:5][CH2:4][CH2:3][CH2:2]1.[C:6]1([C:12]([C:20]2[CH:25]=[CH:24][CH:23]=[CH:22][CH:21]=2)([C:14]2[CH:19]=[CH:18][CH:17]=[CH:16][CH:15]=2)Cl)[CH:11]=[CH:10][CH:9]=[CH:8][CH:7]=1.C(=O)([O-])[O-].[K+].[K+].C(=O)([O-])O.[Na+], predict the reaction product. The product is: [C:6]1([C:12]([C:14]2[CH:15]=[CH:16][CH:17]=[CH:18][CH:19]=2)([C:20]2[CH:21]=[CH:22][CH:23]=[CH:24][CH:25]=2)[N:1]2[CH2:5][CH2:4][CH2:3][CH2:2]2)[CH:7]=[CH:8][CH:9]=[CH:10][CH:11]=1.